Dataset: Forward reaction prediction with 1.9M reactions from USPTO patents (1976-2016). Task: Predict the product of the given reaction. (1) Given the reactants CN(C1C=CC=CN=1)C.[F:10][C:11]1[CH:12]=[C:13]([CH:17]=[CH:18][C:19]=1[O:20][CH3:21])[C:14](Cl)=[O:15].[Na].[CH3:23][O:24][C:25]1[CH:26]=[C:27]2[C:31](=[CH:32][CH:33]=1)[NH:30][C:29](=[O:34])[C:28]2=[O:35].C1C[O:39]CC1, predict the reaction product. The product is: [F:10][C:11]1[CH:12]=[C:13]([CH:17]=[CH:18][C:19]=1[O:20][CH3:21])[C:14]([NH:30][C:31]1[CH:32]=[CH:33][C:25]([O:24][CH3:23])=[CH:26][C:27]=1[C:28](=[O:35])[C:29]([OH:39])=[O:34])=[O:15]. (2) The product is: [CH2:2]([O:9][CH:10]1[CH2:15][CH2:14][C:13]([CH2:16][OH:17])([C:21]#[N:22])[CH2:12][CH2:11]1)[C:3]1[CH:8]=[CH:7][CH:6]=[CH:5][CH:4]=1. Given the reactants [Na].[CH2:2]([O:9][CH:10]1[CH2:15][CH2:14][C:13]([C:21]#[N:22])([C:16](OCC)=[O:17])[CH2:12][CH2:11]1)[C:3]1[CH:8]=[CH:7][CH:6]=[CH:5][CH:4]=1.O, predict the reaction product. (3) Given the reactants [NH2:1][C:2]1[CH:25]=[CH:24][C:5]([O:6][C:7]2[C:16]3[C:11](=[CH:12][C:13]([O:19][CH2:20][CH2:21][O:22][CH3:23])=[C:14]([C:17]#[N:18])[CH:15]=3)[N:10]=[CH:9][CH:8]=2)=[CH:4][C:3]=1[F:26].[CH3:27][S:28]([C:31]1[CH:32]=[C:33]([NH:37][C:38](=O)[O:39]C2C=CC=CC=2)[CH:34]=[CH:35][CH:36]=1)(=[O:30])=[O:29].C1(C)C=CC=CC=1.C(N(C(C)C)CC)(C)C, predict the reaction product. The product is: [C:17]([C:14]1[CH:15]=[C:16]2[C:11](=[CH:12][C:13]=1[O:19][CH2:20][CH2:21][O:22][CH3:23])[N:10]=[CH:9][CH:8]=[C:7]2[O:6][C:5]1[CH:24]=[CH:25][C:2]([NH:1][C:38]([NH:37][C:33]2[CH:34]=[CH:35][CH:36]=[C:31]([S:28]([CH3:27])(=[O:30])=[O:29])[CH:32]=2)=[O:39])=[C:3]([F:26])[CH:4]=1)#[N:18]. (4) Given the reactants [C:1]([C:4]1[CH:12]=[C:11]2[C:7]([CH:8]=[CH:9][NH:10]2)=[CH:6][CH:5]=1)([OH:3])=O.[NH2:13][C@@H:14]([C:18]([N:20]1[CH2:25][CH2:24][CH:23]([CH:26]2[CH2:31][CH2:30][N:29]([CH3:32])[CH2:28][CH2:27]2)[CH2:22][CH2:21]1)=[O:19])[CH:15]([CH3:17])[CH3:16].C(P(=O)(OCC)OCC)#N, predict the reaction product. The product is: [NH3:10].[NH:10]1[C:11]2[C:7](=[CH:6][CH:5]=[C:4]([C:1]([NH:13][C@@H:14]([C:18]([N:20]3[CH2:25][CH2:24][CH:23]([CH:26]4[CH2:27][CH2:28][N:29]([CH3:32])[CH2:30][CH2:31]4)[CH2:22][CH2:21]3)=[O:19])[CH:15]([CH3:16])[CH3:17])=[O:3])[CH:12]=2)[CH:8]=[CH:9]1. (5) Given the reactants C([O:14][C:15]([C:17]1([O:20]/[N:21]=[C:22](/[C:62]2[N:63]=[C:64]([NH:67]C(OC(C)(C)C)=O)[S:65][CH:66]=2)\[C:23]([NH:25][C@@H:26]2[C:29](=[O:30])[N:28]([S:31]([OH:34])(=[O:33])=[O:32])[C@@H:27]2[CH2:35][N:36]2[N:40]=[C:39]([C@@H:41]([N:43](C(OC(C)(C)C)=O)[CH2:44][CH2:45][CH2:46][NH:47]C(OC(C)(C)C)=O)[CH3:42])[CH:38]=[N:37]2)=[O:24])[CH2:19][CH2:18]1)=[O:16])(C1C=CC=CC=1)C1C=CC=CC=1.C1(OC)C=CC=CC=1.C(O)(C(F)(F)F)=O, predict the reaction product. The product is: [NH2:47][CH2:46][CH2:45][CH2:44][NH:43][C@H:41]([C:39]1[CH:38]=[N:37][N:36]([CH2:35][C@@H:27]2[C@H:26]([NH:25][C:23](=[O:24])/[C:22](=[N:21]\[O:20][C:17]3([C:15]([OH:16])=[O:14])[CH2:19][CH2:18]3)/[C:62]3[N:63]=[C:64]([NH2:67])[S:65][CH:66]=3)[C:29](=[O:30])[N:28]2[S:31]([OH:34])(=[O:32])=[O:33])[N:40]=1)[CH3:42]. (6) Given the reactants C(O[C:6]([N:8]1[CH2:14][CH2:13][CH2:12]NCC1)=[O:7])(C)(C)C.FC(F)(F)[C:17]1[CH:22]=[CH:21][C:20]([N:23]=C=O)=[CH:19][CH:18]=1.O1C[CH2:31][CH2:30][CH2:29]1, predict the reaction product. The product is: [C:20]1([NH:23][C:6]([NH:8][C:14]2[CH:13]=[CH:12][CH:31]=[CH:30][CH:29]=2)=[O:7])[CH:19]=[CH:18][CH:17]=[CH:22][CH:21]=1.